Dataset: Full USPTO retrosynthesis dataset with 1.9M reactions from patents (1976-2016). Task: Predict the reactants needed to synthesize the given product. (1) Given the product [F:11][C:12]([F:27])([F:26])[C:13]1[CH:14]=[C:15]([P:23]2(=[O:37])[C:6]3[CH2:7][CH2:8][C:1]2=[CH:2][CH:3]=[CH:4][CH:5]=3)[CH:16]=[C:17]([C:19]([F:22])([F:21])[F:20])[CH:18]=1.[PH3:23], predict the reactants needed to synthesize it. The reactants are: [CH:1]1[CH:8]=[CH:7][CH:6]=[CH:5][CH:4]=[CH:3][CH:2]=1.[Li].[Li].[F:11][C:12]([F:27])([F:26])[C:13]1[CH:14]=[C:15]([P:23](Cl)Cl)[CH:16]=[C:17]([C:19]([F:22])([F:21])[F:20])[CH:18]=1.C1(C)C=CC=CC=1.C([O:37]CC)C. (2) Given the product [F:22][C:16]1[CH:17]=[C:18]([I:21])[CH:19]=[CH:20][C:15]=1[NH:14][C:7]1[C:6]([F:23])=[C:5]2[C:4]([C:1]([CH3:2])=[N:35][CH:29]=[N:31]2)=[CH:13][C:8]=1[C:9]([O:11][CH3:12])=[O:10], predict the reactants needed to synthesize it. The reactants are: [C:1]([C:4]1[C:5](F)=[C:6]([F:23])[C:7]([NH:14][C:15]2[CH:20]=[CH:19][C:18]([I:21])=[CH:17][C:16]=2[F:22])=[C:8]([CH:13]=1)[C:9]([O:11][CH3:12])=[O:10])(=O)[CH3:2].C(O)(=O)C.[CH:29]([NH2:31])=O.CC([N:35](C)C)=O. (3) Given the product [CH:17]([O:16][CH:12]([CH3:11])[CH3:13])([CH3:22])[CH3:29].[C:29]([O:33][C:34]([N:36]1[CH2:41][CH2:40][C:39](=[CH:9][C:10]2[CH:15]=[CH:14][CH:13]=[C:12]([O:16][C:17]3[CH:22]=[CH:21][C:20]([C:23]([F:24])([F:25])[F:26])=[CH:19][N:18]=3)[CH:11]=2)[CH2:38][CH2:37]1)=[O:35])([CH3:32])([CH3:30])[CH3:31], predict the reactants needed to synthesize it. The reactants are: C(OP([CH2:9][C:10]1[CH:15]=[CH:14][CH:13]=[C:12]([O:16][C:17]2[CH:22]=[CH:21][C:20]([C:23]([F:26])([F:25])[F:24])=[CH:19][N:18]=2)[CH:11]=1)(=O)OCC)C.[H-].[Na+].[C:29]([O:33][C:34]([N:36]1[CH2:41][CH2:40][C:39](=O)[CH2:38][CH2:37]1)=[O:35])([CH3:32])([CH3:31])[CH3:30].O. (4) Given the product [CH3:22][S:23]([C:26]1[CH:31]=[C:30]([C:2]2[S:6][C:5]([CH2:7][NH:8][S:9]([C:12]3[CH:17]=[CH:16][CH:15]=[CH:14][C:13]=3[C:18]([F:21])([F:20])[F:19])(=[O:11])=[O:10])=[CH:4][CH:3]=2)[CH:29]=[CH:28][CH:27]=1)(=[O:25])=[O:24], predict the reactants needed to synthesize it. The reactants are: Br[C:2]1[S:6][C:5]([CH2:7][NH:8][S:9]([C:12]2[CH:17]=[CH:16][CH:15]=[CH:14][C:13]=2[C:18]([F:21])([F:20])[F:19])(=[O:11])=[O:10])=[CH:4][CH:3]=1.[CH3:22][S:23]([C:26]1[CH:27]=[C:28](B(O)O)[CH:29]=[CH:30][CH:31]=1)(=[O:25])=[O:24].C([O-])([O-])=O.[Na+].[Na+]. (5) Given the product [C:8]([C:5]1[CH:6]=[CH:7][C:2]([NH:1][S:26]([C:23]2[CH:22]=[CH:21][C:20]([O:19][C:18]([F:17])([F:30])[F:31])=[CH:25][CH:24]=2)(=[O:28])=[O:27])=[CH:3][CH:4]=1)(=[O:10])[CH3:9], predict the reactants needed to synthesize it. The reactants are: [NH2:1][C:2]1[CH:7]=[CH:6][C:5]([C:8](=[O:10])[CH3:9])=[CH:4][CH:3]=1.N1C=CC=CC=1.[F:17][C:18]([F:31])([F:30])[O:19][C:20]1[CH:25]=[CH:24][C:23]([S:26](Cl)(=[O:28])=[O:27])=[CH:22][CH:21]=1.C(OCC)(=O)C. (6) Given the product [ClH:24].[ClH:24].[ClH:24].[NH2:7][CH:8]1[CH2:9][CH2:10][N:11]([CH2:14][CH2:15][N:16]2[CH2:21][CH2:20][CH2:19][C@@H:18]([OH:22])[CH2:17]2)[CH2:12][CH2:13]1, predict the reactants needed to synthesize it. The reactants are: C(OC(=O)[NH:7][CH:8]1[CH2:13][CH2:12][N:11]([CH2:14][CH2:15][N:16]2[CH2:21][CH2:20][CH2:19][C@@H:18]([OH:22])[CH2:17]2)[CH2:10][CH2:9]1)(C)(C)C.[ClH:24].O1CCOCC1.Cl.Cl.Cl.CC1CCN(CCN2CCC(N)CC2)CC1.